From a dataset of Experimentally validated miRNA-target interactions with 360,000+ pairs, plus equal number of negative samples. Binary Classification. Given a miRNA mature sequence and a target amino acid sequence, predict their likelihood of interaction. (1) The miRNA is mmu-miR-19a-3p with sequence UGUGCAAAUCUAUGCAAAACUGA. The protein sequence of the target gene is MDSENCSITENSSSHLERGQKDHGTSIHFEKHHEGSIQVSIPWAVLIVVLITSLIIALIALNVGKYNCPGLYEKLESSDHHVATCKNEWISYKRTCYFFSTTTKSWALAQRSCSEDAATLAVIDSEKDMTFLKRYSGELEHWIGLKNEANQTWKWANGKEFNSWFNLTGSGRCVSVNHKNVTAVDCEANFHWVCSKPSR. Result: 0 (no interaction). (2) The miRNA is hsa-miR-532-3p with sequence CCUCCCACACCCAAGGCUUGCA. The protein sequence of the target gene is MAGRLLGKALAAVSLSLALASVTIRSSRCRGIQAFRNSFSSSWFHLNTNVMSGSNGSKENSHNKARTSPYPGSKVERSQVPNEKVGWLVEWQDYKPVEYTAVSVLAGPRWADPQISESNFSPKFNEKDGHVERKSKNGLYEIENGRPRNPAGRTGLVGRGLLGRWGPNHAADPIITRWKRDSSGNKIMHPVSGKHILQFVAIKRKDCGEWAIPGGMVDPGEKISATLKREFGEEALNSLQKTSAEKREIEEKLHKLFSQDHLVIYKGYVDDPRNTDNAWMETEAVNYHDETGEIMDNLML.... Result: 1 (interaction). (3) The miRNA is hsa-miR-6506-5p with sequence ACUGGGAUGUCACUGAAUAUGGU. The protein sequence of the target gene is MSASEDVWRKDLKMIHGYPMIYAFALNWERIEEFQSTPGDIVITTYPKSGTTWLSEIVDMVLNDGNVEKCKRDVITSKVPMLELSVPGIRISGVELLKKTPSPRIIKTHLPIDLLPKSFWENKCKMIYLARNGKDVAVSYYHFDLMNSINPLPGTWEEYLEKFLAGNVAYGSWFDHVKSWWEKREEHPLLYLYYEELKQNPKKEIKKIASFLDKTLDEEALDRIVHHTSFEMMKENPLVNYTHLPTAMMDHSKSPFMRKGIVGDWKNYFTMTQTEQFDAVYKKKMSGTTLEFCTDIQSA. Result: 0 (no interaction). (4) The miRNA is hsa-miR-6782-5p with sequence UAGGGGUGGGGGAAUUCAGGGGUGU. The protein sequence of the target gene is MEPRAVGVSKQDIREQIWGYMESQNLADFPRPVHHRIPNFKGSYLACQNIKDLDVFARTQEVKVDPDKPLEGVRLLVLQSKKTLLVPTPRLRTGLFNKITPPPGATKDILRKCATSQGVRNYSVPIGLDSRVLVDLVVVGSVAVSEKGWRIGKGEGYADLEYAMMVSMGAVSKETPVVTIVHDCQVVDIPEELVEEHDITVDYILTPTRVIATGCKRPKPMGITWFKISLEMMEKIPILRSLRAREQQAGKDVTLQGEHQHLPEPGCQQTVPLSVGRRPPDTPGPETNSMEAAPGSPPGE.... Result: 0 (no interaction). (5) The miRNA is hsa-miR-6771-3p with sequence CAAACCCCUGUCUACCCGCAG. The protein sequence of the target gene is MENLTKHSIECSSFRGDWECKNQFERKQGSQEGHFSEMIFTPEDMPTFSIQHQRIHTDEKLLECKECGKDFSFVSVLVRHQRIHTGEKPYECKECGKAFGSGANLAYHQRIHTGEKPFECKECGKAFGSGSNLTHHQRIHTGEKPYECKECGKAFSFGSGLIRHQIIHSGEKPYECKECGKSFSFESALIRHHRIHTGEKPYECIDCGKAFGSGSNLTQHRRIHTGEKPYECKACGMAFSSGSALTRHQRIHTGEKPYICNECGKAFSFGSALTRHQRIHTGEKPYVCKECGKAFNSGSD.... Result: 1 (interaction). (6) The miRNA is hsa-miR-6774-5p with sequence ACUUGGGCAGGAGGGACCCUGUAUG. The protein sequence of the target gene is MEKQKPFTLFVPPRLSSSQVSAVKPQTAGGDSNYFKTANKCTEGDFGVPFTMSSRENIDKDPAFQKLSILPMLEQVANSGSCHYQEGVNDSDFENSEPMSRLYSKLYKEAEKIKKWKVSIESELKQKENKLQENRKIIEAQRKAIQELQFENEKVSLKLEEEIQENKDLIKENNATIHWCNLLKETCARSAEKTNKYEYEREETRQVYVDLNSNIEKMILAFEELRVQAENARLEMHFKLKEDHEKIQHLEEEYQKEVNNKENQVSELLIQSAEKENKMKDLTFLLEESRDKANQLEEKT.... Result: 0 (no interaction).